From a dataset of Catalyst prediction with 721,799 reactions and 888 catalyst types from USPTO. Predict which catalyst facilitates the given reaction. (1) Reactant: [CH:1]1[C:5]2=[C:6]([OH:15])[C:7]3[CH:14]=[CH:13][C:11](=[O:12])[O:10][C:8]=3[CH:9]=[C:4]2[O:3][CH:2]=1.Cl[CH2:17][CH2:18][CH2:19][C:20]#[N:21].C(=O)([O-])[O-].[K+].[K+].[I-].[K+]. Product: [C:20]([CH2:19][CH2:18][CH2:17][O:15][C:6]1[C:7]2[CH:14]=[CH:13][C:11](=[O:12])[O:10][C:8]=2[CH:9]=[C:4]2[O:3][CH:2]=[CH:1][C:5]=12)#[N:21]. The catalyst class is: 131. (2) Reactant: CS(O[CH2:6][CH2:7][C:8]1[CH:13]=[CH:12][C:11]([C:14]2[CH:19]=[CH:18][CH:17]=[C:16]([N:20]3[C:25]4[N:26]=[CH:27][C:28]([F:30])=[CH:29][C:24]=4[C:23](=[O:31])[N:22]([C@H:32]4[CH2:37][CH2:36][C@@H:35]([NH:38][C:39]([C:41]5[N:42]=[C:43]6[CH:48]=[CH:47][C:46]([F:49])=[CH:45][N:44]6[CH:50]=5)=[O:40])[CH2:34][CH2:33]4)[C:21]3=[O:51])[CH:15]=2)=[CH:10][CH:9]=1)(=O)=O.[CH3:52][NH:53][C:54]([CH3:57])([CH3:56])[CH3:55].C(=O)([O-])[O-].[K+].[K+].O. Product: [C:54]([N:53]([CH3:52])[CH2:6][CH2:7][C:8]1[CH:13]=[CH:12][C:11]([C:14]2[CH:19]=[CH:18][CH:17]=[C:16]([N:20]3[C:25]4[N:26]=[CH:27][C:28]([F:30])=[CH:29][C:24]=4[C:23](=[O:31])[N:22]([C@@H:32]4[CH2:33][CH2:34][C@H:35]([NH:38][C:39]([C:41]5[N:42]=[C:43]6[CH:48]=[CH:47][C:46]([F:49])=[CH:45][N:44]6[CH:50]=5)=[O:40])[CH2:36][CH2:37]4)[C:21]3=[O:51])[CH:15]=2)=[CH:10][CH:9]=1)([CH3:57])([CH3:56])[CH3:55]. The catalyst class is: 10. (3) Reactant: Cl.[NH:2]1[CH:6]=[CH:5][CH:4]=[C:3]1[C:7]1[N:11]=[C:10]([C@H:12]2[CH2:17][CH2:16][CH2:15][NH:14][CH2:13]2)[O:9][N:8]=1.[F:18][C:19]1[CH:27]=[CH:26][C:22]([C:23](O)=[O:24])=[CH:21][N:20]=1.C1C=NC2N(O)N=NC=2C=1.C1CCC(N=C=NC2CCCCC2)CC1. Product: [F:18][C:19]1[N:20]=[CH:21][C:22]([C:23]([N:14]2[CH2:15][CH2:16][CH2:17][C@H:12]([C:10]3[O:9][N:8]=[C:7]([C:3]4[NH:2][CH:6]=[CH:5][CH:4]=4)[N:11]=3)[CH2:13]2)=[O:24])=[CH:26][CH:27]=1. The catalyst class is: 4. (4) Reactant: C1C=CC(P(C2C(C3C(P(C4C=CC=CC=4)C4C=CC=CC=4)=CC=C4C=3C=CC=C4)=C3C(C=CC=C3)=CC=2)C2C=CC=CC=2)=CC=1.[CH2:47]([NH2:51])[CH2:48][CH2:49]C.[F:52][C:53]1[CH:58]=[CH:57][C:56]([N+:59]([O-:61])=[O:60])=[C:55](Br)[CH:54]=1.CC([O-])(C)C.[Na+]. Product: [F:52][C:53]1[CH:58]=[CH:57][C:56]([N+:59]([O-:61])=[O:60])=[C:55]([NH:51][CH2:47][CH2:48][CH3:49])[CH:54]=1. The catalyst class is: 222. (5) Reactant: [F:1][C:2]1[CH:16]=[CH:15][C:5]([NH:6][C:7]2[CH:12]=[CH:11][C:10]([O:13][CH3:14])=[CH:9][CH:8]=2)=[CH:4][CH:3]=1.[F:17][C:18]1[CH:19]=[C:20]([CH:24]=[CH:25][C:26]=1[O:27][CH3:28])[C:21](Cl)=[O:22].N1C=CC=CC=1. Product: [F:17][C:18]1[CH:19]=[C:20]([CH:24]=[CH:25][C:26]=1[O:27][CH3:28])[C:21]([N:6]([C:5]1[CH:15]=[CH:16][C:2]([F:1])=[CH:3][CH:4]=1)[C:7]1[CH:12]=[CH:11][C:10]([O:13][CH3:14])=[CH:9][CH:8]=1)=[O:22]. The catalyst class is: 1. (6) Reactant: [CH2:1]([O:8][C@H:9]1[C@H:16]([O:17][CH2:18][C:19]2[CH:24]=[CH:23][CH:22]=[CH:21][CH:20]=2)[C@@H:15]([CH2:25][O:26][CH2:27][C:28]2[CH:33]=[CH:32][C:31]([Cl:34])=[CH:30][CH:29]=2)[O:14][C@@H:11]([O:12][CH3:13])[C@@H:10]1[OH:35])[C:2]1[CH:7]=[CH:6][CH:5]=[CH:4][CH:3]=1.[C:36](Cl)(=[O:43])[C:37]1[CH:42]=[CH:41][CH:40]=[CH:39][CH:38]=1. Product: [C:36]([O:35][C@@H:10]1[C@@H:9]([O:8][CH2:1][C:2]2[CH:7]=[CH:6][CH:5]=[CH:4][CH:3]=2)[C@H:16]([O:17][CH2:18][C:19]2[CH:24]=[CH:23][CH:22]=[CH:21][CH:20]=2)[C@@H:15]([CH2:25][O:26][CH2:27][C:28]2[CH:29]=[CH:30][C:31]([Cl:34])=[CH:32][CH:33]=2)[O:14][C@H:11]1[O:12][CH3:13])(=[O:43])[C:37]1[CH:42]=[CH:41][CH:40]=[CH:39][CH:38]=1. The catalyst class is: 64. (7) Reactant: Cl.[CH3:2][N:3](C)[O:4][CH3:5].[Cl:7][C:8]1[C:9]([I:17])=[C:10]([CH:14]=[CH:15][CH:16]=1)[C:11](Cl)=[O:12].C(N(CC)CC)C.O. Product: [Cl:7][C:8]1[C:9]([I:17])=[C:10]([CH:14]=[CH:15][CH:16]=1)[C:11]([N:3]([O:4][CH3:5])[CH3:2])=[O:12]. The catalyst class is: 2. (8) Reactant: [Cl:1][C:2]1[N:10]=[CH:9][CH:8]=[CH:7][C:3]=1[C:4]([OH:6])=[O:5].CI.[C:13](=O)([O-])[O-].[K+].[K+].C(OCC)(=O)C. Product: [CH3:13][O:5][C:4](=[O:6])[C:3]1[CH:7]=[CH:8][CH:9]=[N:10][C:2]=1[Cl:1]. The catalyst class is: 9. (9) Reactant: [CH2:1]([O:3][C:4]([C:6]1[NH:7][N:8]=[C:9]([C:11]([CH3:14])([CH3:13])[CH3:12])[CH:10]=1)=[O:5])[CH3:2].C([O-])([O-])=O.[K+].[K+].Br[CH2:22][CH2:23][O:24][CH2:25][C:26]1[CH:31]=[CH:30][CH:29]=[CH:28][CH:27]=1.CCOC(C)=O. Product: [CH2:1]([O:3][C:4]([C:6]1[N:7]([CH2:22][CH2:23][O:24][CH2:25][C:26]2[CH:31]=[CH:30][CH:29]=[CH:28][CH:27]=2)[N:8]=[C:9]([C:11]([CH3:13])([CH3:12])[CH3:14])[CH:10]=1)=[O:5])[CH3:2]. The catalyst class is: 10. (10) Reactant: [Cl:1][C:2]1[C:3]2[NH:10][CH:9]=[CH:8][C:4]=2[N:5]=[CH:6][N:7]=1.C(=O)([O-])[O-].[Cs+].[Cs+].Br[CH2:18][CH2:19][O:20][CH2:21][CH3:22]. Product: [Cl:1][C:2]1[C:3]2[N:10]([CH2:18][CH2:19][O:20][CH2:21][CH3:22])[CH:9]=[CH:8][C:4]=2[N:5]=[CH:6][N:7]=1. The catalyst class is: 35.